Dataset: NCI-60 drug combinations with 297,098 pairs across 59 cell lines. Task: Regression. Given two drug SMILES strings and cell line genomic features, predict the synergy score measuring deviation from expected non-interaction effect. (1) Drug 1: C1=C(C(=O)NC(=O)N1)F. Drug 2: CCN(CC)CCNC(=O)C1=C(NC(=C1C)C=C2C3=C(C=CC(=C3)F)NC2=O)C. Cell line: IGROV1. Synergy scores: CSS=40.3, Synergy_ZIP=10.2, Synergy_Bliss=10.2, Synergy_Loewe=9.84, Synergy_HSA=10.0. (2) Drug 1: CC1=C(C=C(C=C1)C(=O)NC2=CC(=CC(=C2)C(F)(F)F)N3C=C(N=C3)C)NC4=NC=CC(=N4)C5=CN=CC=C5. Drug 2: CC(C)(C#N)C1=CC(=CC(=C1)CN2C=NC=N2)C(C)(C)C#N. Cell line: HOP-62. Synergy scores: CSS=7.90, Synergy_ZIP=2.68, Synergy_Bliss=-0.676, Synergy_Loewe=1.31, Synergy_HSA=-1.08. (3) Drug 2: COC1=CC(=CC(=C1O)OC)C2C3C(COC3=O)C(C4=CC5=C(C=C24)OCO5)OC6C(C(C7C(O6)COC(O7)C8=CC=CS8)O)O. Drug 1: C1CCC(C1)C(CC#N)N2C=C(C=N2)C3=C4C=CNC4=NC=N3. Synergy scores: CSS=15.6, Synergy_ZIP=-6.23, Synergy_Bliss=-5.36, Synergy_Loewe=-17.8, Synergy_HSA=-3.58. Cell line: NCI-H226. (4) Drug 1: CCC1=CC2CC(C3=C(CN(C2)C1)C4=CC=CC=C4N3)(C5=C(C=C6C(=C5)C78CCN9C7C(C=CC9)(C(C(C8N6C)(C(=O)OC)O)OC(=O)C)CC)OC)C(=O)OC.C(C(C(=O)O)O)(C(=O)O)O. Drug 2: C1=CN(C=N1)CC(O)(P(=O)(O)O)P(=O)(O)O. Cell line: HL-60(TB). Synergy scores: CSS=20.0, Synergy_ZIP=0.641, Synergy_Bliss=1.71, Synergy_Loewe=-40.6, Synergy_HSA=2.45. (5) Drug 1: C1=NC(=NC(=O)N1C2C(C(C(O2)CO)O)O)N. Drug 2: CNC(=O)C1=NC=CC(=C1)OC2=CC=C(C=C2)NC(=O)NC3=CC(=C(C=C3)Cl)C(F)(F)F. Cell line: NCI-H226. Synergy scores: CSS=13.7, Synergy_ZIP=-4.52, Synergy_Bliss=1.59, Synergy_Loewe=-14.5, Synergy_HSA=-0.0369.